Dataset: Reaction yield outcomes from USPTO patents with 853,638 reactions. Task: Predict the reaction yield, written as a fraction of the theoretical maximum amount of product (1.0 means a 100% yield; for example, 0.34 means a 34% yield). (1) The reactants are ClC(OCC(C)C)=O.[O:9]1[CH:13]=[CH:12][CH:11]=[C:10]1[C:14]([NH:16][C:17]1([C:23]([OH:25])=[O:24])[CH2:22][CH2:21][CH2:20][CH2:19][CH2:18]1)=O.C(N(CC)CC)C. The catalyst is O1CCCC1. The product is [O:9]1[CH:13]=[CH:12][CH:11]=[C:10]1[C:14]1[O:25][C:23](=[O:24])[C:17]2([CH2:18][CH2:19][CH2:20][CH2:21][CH2:22]2)[N:16]=1. The yield is 0.970. (2) The reactants are [C:1]([OH:4])(=O)[CH3:2].[CH3:5][O:6][C:7]1[CH:8]=[C:9]([NH:19][C:20]2[N:21]=[C:22]([NH:30][C:31]3[CH:36]=[CH:35][CH:34]=[CH:33][CH:32]=3)[C:23]3[CH2:29][NH:28][CH2:27][CH2:26][C:24]=3[N:25]=2)[CH:10]=[CH:11][C:12]=1[N:13]1[CH:17]=[C:16]([CH3:18])[N:15]=[CH:14]1.OCC=O.C([BH3-])#N.[Na+]. The catalyst is CO. The product is [CH3:5][O:6][C:7]1[CH:8]=[C:9]([NH:19][C:20]2[N:21]=[C:22]([NH:30][C:31]3[CH:36]=[CH:35][CH:34]=[CH:33][CH:32]=3)[C:23]3[CH2:29][N:28]([CH2:2][CH2:1][OH:4])[CH2:27][CH2:26][C:24]=3[N:25]=2)[CH:10]=[CH:11][C:12]=1[N:13]1[CH:17]=[C:16]([CH3:18])[N:15]=[CH:14]1. The yield is 0.535. (3) The reactants are [CH3:1][S:2][C:3]1[CH:11]=[CH:10][C:6]([C:7]([OH:9])=O)=[CH:5][C:4]=1[N+:12]([O-:14])=[O:13].[C:15]1([C:22]2[CH:27]=[CH:26][CH:25]=[CH:24][CH:23]=2)[CH:20]=[CH:19][C:18]([NH2:21])=[CH:17][CH:16]=1.C1CN([P+](ON2N=NC3C=CC=CC2=3)(N2CCCC2)N2CCCC2)CC1.F[P-](F)(F)(F)(F)F.C(N(C(C)C)C(C)C)C. The catalyst is CN(C=O)C.O. The product is [C:15]1([C:22]2[CH:27]=[CH:26][CH:25]=[CH:24][CH:23]=2)[CH:16]=[CH:17][C:18]([NH:21][C:7](=[O:9])[C:6]2[CH:10]=[CH:11][C:3]([S:2][CH3:1])=[C:4]([N+:12]([O-:14])=[O:13])[CH:5]=2)=[CH:19][CH:20]=1. The yield is 0.750. (4) The reactants are [O:1]1[C:5]2[CH:6]=[CH:7][CH:8]=[CH:9][C:4]=2[CH2:3][CH:2]1[C:10]1[CH:22]=[CH:21][C:13]([C:14]([O:16]C(C)(C)C)=[O:15])=[CH:12][CH:11]=1.FC(F)(F)C(O)=O. The catalyst is ClCCl. The product is [O:1]1[C:5]2[CH:6]=[CH:7][CH:8]=[CH:9][C:4]=2[CH2:3][CH:2]1[C:10]1[CH:11]=[CH:12][C:13]([C:14]([OH:16])=[O:15])=[CH:21][CH:22]=1. The yield is 0.800. (5) The reactants are [F:1][C:2]1[CH:7]=[CH:6][C:5]([CH2:8][C:9]2[CH:18]=[C:17]3[C:12]([C:13]([OH:36])=[C:14]([C:27]([NH:29][CH:30]4[CH2:35][CH2:34]S[CH2:32][CH2:31]4)=[O:28])[C:15](=[O:26])[N:16]3[CH2:19][C:20]3[CH:21]=[N:22][CH:23]=[CH:24][CH:25]=3)=[N:11][CH:10]=2)=[CH:4][CH:3]=1.O[O:38][S:39]([O-:41])=O.[K+]. The catalyst is CO.O. The product is [O:38]=[S:39]1(=[O:41])[CH2:34][CH2:35][CH:30]([NH:29][C:27]([C:14]2[C:15](=[O:26])[N:16]([CH2:19][C:20]3[CH:21]=[N:22][CH:23]=[CH:24][CH:25]=3)[C:17]3[C:12]([C:13]=2[OH:36])=[N:11][CH:10]=[C:9]([CH2:8][C:5]2[CH:6]=[CH:7][C:2]([F:1])=[CH:3][CH:4]=2)[CH:18]=3)=[O:28])[CH2:31][CH2:32]1. The yield is 0.380. (6) The reactants are I[C:2]1[CH:7]=[CH:6][C:5](I)=[CH:4][CH:3]=1.[F:9][C:10](I)([F:27])[C:11]([F:26])([F:25])[C:12]([F:24])([F:23])[C:13]([F:22])([F:21])[C:14]([F:20])([F:19])[C:15]([F:18])([F:17])[F:16]. No catalyst specified. The product is [F:9][C:10]([F:27])([C:2]1[CH:7]=[CH:6][C:5]([C:10]([F:27])([F:9])[C:11]([F:25])([F:26])[C:12]([F:23])([F:24])[C:13]([F:21])([F:22])[C:14]([F:20])([F:19])[C:15]([F:18])([F:17])[F:16])=[CH:4][CH:3]=1)[C:11]([F:26])([F:25])[C:12]([F:24])([F:23])[C:13]([F:22])([F:21])[C:14]([F:20])([F:19])[C:15]([F:18])([F:17])[F:16]. The yield is 0.780.